Dataset: Full USPTO retrosynthesis dataset with 1.9M reactions from patents (1976-2016). Task: Predict the reactants needed to synthesize the given product. (1) Given the product [CH3:13][C:8]1([CH3:12])[CH:7]=[C:6]([C:14]2[CH:15]=[CH:16][CH:17]=[CH:18][CH:19]=2)[C:5]2[C:10](=[CH:11][C:2]([O:1][CH2:24][CH2:25][CH3:26])=[C:3]([C:20](=[O:22])[CH3:21])[CH:4]=2)[O:9]1, predict the reactants needed to synthesize it. The reactants are: [OH:1][C:2]1[CH:11]=[C:10]2[C:5]([C:6]([C:14]3[CH:19]=[CH:18][CH:17]=[CH:16][CH:15]=3)=[CH:7][C:8]([CH3:13])([CH3:12])[O:9]2)=[CH:4][C:3]=1[C:20](=[O:22])[CH3:21].I[CH2:24][CH2:25][CH3:26]. (2) Given the product [Cl:19][C:20]1[CH:25]=[CH:24][C:23]([C:2]2[CH:3]=[N:4][C:5]3[N:6]([CH:8]=[C:9]([CH2:11][O:12][C:13]4[CH:18]=[CH:17][CH:16]=[CH:15][N:14]=4)[N:10]=3)[CH:7]=2)=[C:22]([C:29]([F:30])([F:31])[F:32])[CH:21]=1, predict the reactants needed to synthesize it. The reactants are: Br[C:2]1[CH:3]=[N:4][C:5]2[N:6]([CH:8]=[C:9]([CH2:11][O:12][C:13]3[CH:18]=[CH:17][CH:16]=[CH:15][N:14]=3)[N:10]=2)[CH:7]=1.[Cl:19][C:20]1[CH:25]=[CH:24][C:23](B(O)O)=[C:22]([C:29]([F:32])([F:31])[F:30])[CH:21]=1. (3) Given the product [N:14]1([CH2:12][C:4]2[CH:3]=[C:2]([CH:7]=[C:6]([C:8]([F:9])([F:10])[F:11])[CH:5]=2)[NH2:1])[CH2:17][CH2:16][CH2:15]1, predict the reactants needed to synthesize it. The reactants are: [NH2:1][C:2]1[CH:3]=[C:4]([C:12]([N:14]2[CH2:17][CH2:16][CH2:15]2)=O)[CH:5]=[C:6]([C:8]([F:11])([F:10])[F:9])[CH:7]=1.S(C)C.Cl.O. (4) Given the product [CH3:1][O:2][C:3]1[CH:12]=[C:11]2[C:6]([CH:7]=[CH:8][C:9]([C:13]([OH:18])=[O:15])=[CH:10]2)=[CH:5][CH:4]=1, predict the reactants needed to synthesize it. The reactants are: [CH3:1][O:2][C:3]1[CH:12]=[C:11]2[C:6]([CH:7]=[CH:8][C:9]([C:13]#N)=[CH:10]2)=[CH:5][CH:4]=1.[OH-:15].[K+].Cl.[OH2:18]. (5) Given the product [CH2:1]([N:8]1[C:16]2[C:11](=[CH:12][CH:13]=[C:14]([CH2:17][OH:18])[CH:15]=2)[C:10]([C:22]([NH:23][CH2:24][C:25]2[CH:30]=[CH:29][C:28]([F:31])=[C:27]([F:32])[CH:26]=2)=[O:33])=[C:9]1[CH:34]([CH3:36])[CH3:35])[C:2]1[CH:7]=[CH:6][CH:5]=[CH:4][CH:3]=1, predict the reactants needed to synthesize it. The reactants are: [CH2:1]([N:8]1[C:16]2[C:11](=[CH:12][CH:13]=[C:14]([C:17](OCC)=[O:18])[CH:15]=2)[C:10]([C:22](=[O:33])[NH:23][CH2:24][C:25]2[CH:30]=[CH:29][C:28]([F:31])=[C:27]([F:32])[CH:26]=2)=[C:9]1[CH:34]([CH3:36])[CH3:35])[C:2]1[CH:7]=[CH:6][CH:5]=[CH:4][CH:3]=1.CC(C[Al]CC(C)C)C. (6) Given the product [ClH:40].[CH3:26][NH:25][CH2:24][C:11]1[CH:10]=[C:9]([C:8]2[C:3]([C:1]#[N:2])=[N:4][CH:5]=[CH:6][CH:7]=2)[N:13]([S:14]([C:17]2[CH:22]=[CH:21][CH:20]=[CH:19][C:18]=2[CH3:23])(=[O:16])=[O:15])[CH:12]=1, predict the reactants needed to synthesize it. The reactants are: [C:1]([C:3]1[C:8]([C:9]2[N:13]([S:14]([C:17]3[CH:22]=[CH:21][CH:20]=[CH:19][C:18]=3[CH3:23])(=[O:16])=[O:15])[CH:12]=[C:11]([CH2:24][N:25](C)[C:26](=O)OC(C)(C)C)[CH:10]=2)=[CH:7][CH:6]=[CH:5][N:4]=1)#[N:2].C(OCC)(=O)C.[ClH:40].